This data is from HIV replication inhibition screening data with 41,000+ compounds from the AIDS Antiviral Screen. The task is: Binary Classification. Given a drug SMILES string, predict its activity (active/inactive) in a high-throughput screening assay against a specified biological target. (1) The result is 1 (active). The compound is COc1cc(N=Nc2cc(NC(C)=O)c(N=Nc3ccc(S(=O)(=O)O)cc3)cc2S(=O)(=O)O)c(C)cc1N=Nc1cc(OC)c(NC(=O)c2ccc(N)cc2)cc1C. (2) The drug is c1ccc(CSC(SCc2ccccc2)c2ccc3c(c2)OCO3)cc1. The result is 0 (inactive). (3) The compound is Cc1ccc(NC(=O)CC(=O)n2nc(C)c(N=Nc3cccc(C)c3)c2C)cc1. The result is 0 (inactive). (4) The compound is O=C(CCN1CCN(c2ccccc2)CC1)N1CCc2c([nH]c3ccccc23)C1c1cccnc1. The result is 0 (inactive). (5) The compound is Cc1c(CN)c(C)c(CN)c(C)c1CN.Cl. The result is 0 (inactive). (6) The molecule is COc1ccc(C2=Nn3c(nc4sc5c(c4c3=O)CCCC5)SC2)cc1. The result is 0 (inactive).